From a dataset of Reaction yield outcomes from USPTO patents with 853,638 reactions. Predict the reaction yield, written as a fraction of the theoretical maximum amount of product (1.0 means a 100% yield; for example, 0.34 means a 34% yield). The reactants are [CH2:1]([O:3][C:4](=[O:26])[CH2:5][C:6]1[CH:25]=[CH:24][C:9]([O:10][CH2:11][CH2:12][CH:13]([C:19](OCC)=[O:20])[C:14](OCC)=[O:15])=[CH:8][CH:7]=1)[CH3:2].C(O)(=O)C.[CH:31](=[NH:33])[NH2:32].CC[O-].[Na+].Cl. The catalyst is CCO. The product is [OH:20][C:19]1[C:13]([CH2:12][CH2:11][O:10][C:9]2[CH:24]=[CH:25][C:6]([CH2:5][C:4]([O:3][CH2:1][CH3:2])=[O:26])=[CH:7][CH:8]=2)=[C:14]([OH:15])[N:33]=[CH:31][N:32]=1. The yield is 0.180.